From a dataset of Peptide-MHC class II binding affinity with 134,281 pairs from IEDB. Regression. Given a peptide amino acid sequence and an MHC pseudo amino acid sequence, predict their binding affinity value. This is MHC class II binding data. (1) The peptide sequence is GEEYLILSARDVLAV. The MHC is HLA-DQA10301-DQB10302 with pseudo-sequence HLA-DQA10301-DQB10302. The binding affinity (normalized) is 0.350. (2) The peptide sequence is IEEFGTGVFTTRVYMD. The MHC is HLA-DQA10501-DQB10302 with pseudo-sequence HLA-DQA10501-DQB10302. The binding affinity (normalized) is 0.505. (3) The peptide sequence is KFWELVDEERKLHQQ. The MHC is DRB3_0101 with pseudo-sequence DRB3_0101. The binding affinity (normalized) is 0.157. (4) The peptide sequence is GELQIVDKIDAVFKI. The MHC is DRB3_0202 with pseudo-sequence DRB3_0202. The binding affinity (normalized) is 0.405. (5) The peptide sequence is EKKYFAATQFEPHAA. The MHC is DRB1_0101 with pseudo-sequence DRB1_0101. The binding affinity (normalized) is 0.379. (6) The peptide sequence is KSRFFIWSQEVPLLT. The MHC is DRB3_0101 with pseudo-sequence DRB3_0101. The binding affinity (normalized) is 0.480. (7) The peptide sequence is FEDQGSLENKARD. The MHC is H-2-IAk with pseudo-sequence H-2-IAk. The binding affinity (normalized) is 0.182. (8) The peptide sequence is EKKYFIATQFEPLAA. The MHC is HLA-DQA10301-DQB10302 with pseudo-sequence HLA-DQA10301-DQB10302. The binding affinity (normalized) is 0.434. (9) The peptide sequence is APTGMFVAGAKYMVI. The MHC is HLA-DPA10201-DPB11401 with pseudo-sequence HLA-DPA10201-DPB11401. The binding affinity (normalized) is 0.202. (10) The peptide sequence is YDKFWANVSTVLTGK. The MHC is DRB1_1602 with pseudo-sequence DRB1_1602. The binding affinity (normalized) is 0.770.